From a dataset of Full USPTO retrosynthesis dataset with 1.9M reactions from patents (1976-2016). Predict the reactants needed to synthesize the given product. (1) Given the product [N:40]1[CH:39]=[CH:38][CH:37]=[CH:36][C:35]=1[S:34][S:33][CH2:32][CH2:31][C:29]([NH:1][CH2:2][CH2:3][O:4][CH2:5][CH2:6][O:7][CH2:8][CH2:9][CH2:10][C:11]([OH:13])=[O:12])=[O:28], predict the reactants needed to synthesize it. The reactants are: [NH2:1][CH2:2][CH2:3][O:4][CH2:5][CH2:6][O:7][CH2:8][CH2:9][CH2:10][C:11]([OH:13])=[O:12].C(N(CC)CC)C.C1C(=O)N([O:28][C:29]([CH2:31][CH2:32][S:33][S:34][C:35]2[N:40]=[CH:39][CH:38]=[CH:37][CH:36]=2)=O)C(=O)C1. (2) Given the product [F:1][C:2]1[CH:3]=[CH:4][C:5]([C:8]2[O:9][CH:10]=[C:11]([CH2:13][CH2:14][NH:15][C:28](=[O:29])[CH2:27][CH2:26][CH2:25][C:23]3[S:24][C:20]([C:18](=[O:19])[C:17]([F:31])([F:32])[F:16])=[CH:21][CH:22]=3)[N:12]=2)=[CH:6][CH:7]=1, predict the reactants needed to synthesize it. The reactants are: [F:1][C:2]1[CH:7]=[CH:6][C:5]([C:8]2[O:9][CH:10]=[C:11]([CH2:13][CH2:14][NH2:15])[N:12]=2)=[CH:4][CH:3]=1.[F:16][C:17]([F:32])([F:31])[C:18]([C:20]1[S:24][C:23]([CH2:25][CH2:26][CH2:27][C:28](O)=[O:29])=[CH:22][CH:21]=1)=[O:19]. (3) Given the product [C:17]([CH:19]([CH2:1][C:2]1[CH:7]=[CH:6][CH:5]=[CH:4][CH:3]=1)[C:20]([O:22][CH2:23][CH3:24])=[O:21])#[N:18], predict the reactants needed to synthesize it. The reactants are: [CH:1](=O)[C:2]1[CH:7]=[CH:6][CH:5]=[CH:4][CH:3]=1.N1CCCC1C(O)=O.[C:17]([CH2:19][C:20]([O:22][CH2:23][CH3:24])=[O:21])#[N:18].C1(N)C(N)=CC=CC=1.